The task is: Predict which catalyst facilitates the given reaction.. This data is from Catalyst prediction with 721,799 reactions and 888 catalyst types from USPTO. (1) Reactant: [CH2:1]([N:8]1[C:16]2[C:11](=[CH:12][C:13]([NH2:17])=[CH:14][CH:15]=2)[CH:10]=[CH:9]1)[C:2]1[CH:7]=[CH:6][CH:5]=[CH:4][CH:3]=1.I[C:19]1[CH:28]=[CH:27][C:26]([CH:29]([CH3:31])[CH3:30])=[CH:25][C:20]=1[C:21]([O:23][CH3:24])=[O:22].C(=O)([O-])[O-].[Cs+].[Cs+]. Product: [CH2:1]([N:8]1[C:16]2[C:11](=[CH:12][C:13]([NH:17][C:19]3[CH:28]=[CH:27][C:26]([CH:29]([CH3:31])[CH3:30])=[CH:25][C:20]=3[C:21]([O:23][CH3:24])=[O:22])=[CH:14][CH:15]=2)[CH:10]=[CH:9]1)[C:2]1[CH:3]=[CH:4][CH:5]=[CH:6][CH:7]=1. The catalyst class is: 187. (2) Reactant: C(N(S(F)(F)[F:7])CC)C.[CH3:10][C:11]1[CH:16]=[C:15]([CH3:17])[C:14]([N:18]2[C:25]3[N:21]([N:22]=[C:23]([C:26]4[CH:27]=[N:28][CH:29]=[CH:30][CH:31]=4)[CH:24]=3)[CH:20]=[CH:19]2)=[CH:13][C:12]=1[NH:32][C:33](=[O:44])[C:34]1[CH:39]=[CH:38][CH:37]=[C:36]([C:40](O)([CH3:42])[CH3:41])[CH:35]=1.C(=O)(O)[O-].[Na+]. Product: [CH3:10][C:11]1[CH:16]=[C:15]([CH3:17])[C:14]([N:18]2[C:25]3[N:21]([N:22]=[C:23]([C:26]4[CH:27]=[N:28][CH:29]=[CH:30][CH:31]=4)[CH:24]=3)[CH:20]=[CH:19]2)=[CH:13][C:12]=1[NH:32][C:33](=[O:44])[C:34]1[CH:39]=[CH:38][CH:37]=[C:36]([C:40]([F:7])([CH3:42])[CH3:41])[CH:35]=1. The catalyst class is: 46. (3) Reactant: [C:1]([SiH2:5][O:6][C:7]([C:30]1[CH:35]=[CH:34][CH:33]=[CH:32][CH:31]=1)([C:24]1[CH:29]=[CH:28][CH:27]=[CH:26][CH:25]=1)[C:8]1[C:13]([N:14]2[CH2:19][C@H:18]([CH3:20])[O:17][C@H:16]([CH3:21])[CH2:15]2)=[C:12]([F:22])[C:11]([F:23])=[CH:10][CH:9]=1)([CH3:4])([CH3:3])[CH3:2].C([Li])(CC)C.CN([CH:44]=[O:45])C.[NH4+].[Cl-]. Product: [C:1]([SiH2:5][O:6][C:7]([C:24]1[CH:25]=[CH:26][CH:27]=[CH:28][CH:29]=1)([C:30]1[CH:35]=[CH:34][CH:33]=[CH:32][CH:31]=1)[C:8]1[C:13]([N:14]2[CH2:15][C@H:16]([CH3:21])[O:17][C@H:18]([CH3:20])[CH2:19]2)=[C:12]([F:22])[C:11]([F:23])=[C:10]([CH:9]=1)[CH:44]=[O:45])([CH3:3])([CH3:4])[CH3:2]. The catalyst class is: 1.